The task is: Predict the product of the given reaction.. This data is from Forward reaction prediction with 1.9M reactions from USPTO patents (1976-2016). (1) Given the reactants [N:1]([CH2:4][CH2:5][O:6][CH2:7][CH2:8][O:9][CH2:10][CH2:11][O:12][CH2:13][CH2:14][O:15][CH2:16][C:17]([OH:19])=O)=[N+:2]=[N-:3].CCN(C(C)C)C(C)C.CN(C(ON1N=NC2C=CC=CC1=2)=[N+](C)C)C.F[P-](F)(F)(F)(F)F.[CH3:53][C@@H:54]1[O:59][C@@H:58]([O:60][C@@H:61]2[C:66]3=[C:67]([OH:84])[C:68]4[C:80](=[O:81])[C:79]5[C:74](=[CH:75][CH:76]=[CH:77][C:78]=5[O:82][CH3:83])[C:72](=[O:73])[C:69]=4[C:70]([OH:71])=[C:65]3[CH2:64][C@@:63]([OH:89])([C:85]([CH2:87][OH:88])=[O:86])[CH2:62]2)[CH2:57][C@H:56]([NH2:90])[C@@H:55]1[OH:91], predict the reaction product. The product is: [N:1]([CH2:4][CH2:5][O:6][CH2:7][CH2:8][O:9][CH2:10][CH2:11][O:12][CH2:13][CH2:14][O:15][CH2:16][C:17]([NH:90][C@H:56]1[CH2:57][C@H:58]([O:60][C@@H:61]2[C:66]3[C:65](=[C:70]([OH:71])[C:69]4[C:72](=[O:73])[C:74]5[C:79]([C:80](=[O:81])[C:68]=4[C:67]=3[OH:84])=[C:78]([O:82][CH3:83])[CH:77]=[CH:76][CH:75]=5)[CH2:64][C@@:63]([OH:89])([C:85](=[O:86])[CH2:87][OH:88])[CH2:62]2)[O:59][C@@H:54]([CH3:53])[C@H:55]1[OH:91])=[O:19])=[N+:2]=[N-:3]. (2) Given the reactants [C:1]([O:5][C:6]([NH:8][C:9]1[C:10]([CH3:21])=[N:11][C:12]([O:16][CH2:17][C:18]([OH:20])=O)=[N:13][C:14]=1[CH3:15])=[O:7])([CH3:4])([CH3:3])[CH3:2].[CH2:22]([N:29]1[CH2:34][CH2:33][CH:32]([NH:35][CH:36]2[CH2:38][CH2:37]2)[CH2:31][CH2:30]1)[C:23]1[CH:28]=[CH:27][CH:26]=[CH:25][CH:24]=1, predict the reaction product. The product is: [CH2:22]([N:29]1[CH2:30][CH2:31][CH:32]([N:35]([CH:36]2[CH2:37][CH2:38]2)[C:18](=[O:20])[CH2:17][O:16][C:12]2[N:13]=[C:14]([CH3:15])[C:9]([NH:8][C:6](=[O:7])[O:5][C:1]([CH3:2])([CH3:3])[CH3:4])=[C:10]([CH3:21])[N:11]=2)[CH2:33][CH2:34]1)[C:23]1[CH:24]=[CH:25][CH:26]=[CH:27][CH:28]=1. (3) Given the reactants [Cl:1][C:2]1[CH:7]=[CH:6][C:5]([C:8](=[O:28])[CH2:9][N:10]2[C:14]3([CH2:19][CH2:18][NH:17][CH2:16][CH2:15]3)[N:13]=[C:12]([C:20]3[CH:25]=[CH:24][C:23]([Cl:26])=[CH:22][CH:21]=3)[C:11]2=[O:27])=[CH:4][C:3]=1[CH3:29].C=O.[C:32](O[BH-](OC(=O)C)OC(=O)C)(=O)C.[Na+].[Cl:46]C[CH2:48][Cl:49], predict the reaction product. The product is: [CH2:23]([Cl:26])[Cl:46].[NH3:10].[CH3:11][OH:27].[CH2:48]([Cl:49])[Cl:1].[Cl:1][C:2]1[CH:7]=[CH:6][C:5]([C:8](=[O:28])[CH2:9][N:10]2[C:14]3([CH2:19][CH2:18][N:17]([CH3:32])[CH2:16][CH2:15]3)[N:13]=[C:12]([C:20]3[CH:25]=[CH:24][C:23]([Cl:26])=[CH:22][CH:21]=3)[C:11]2=[O:27])=[CH:4][C:3]=1[CH3:29]. (4) The product is: [Cl:1][C:2]1[CH:7]=[CH:6][C:5]([NH:8][CH:9]2[CH2:10][N:11]([C:14]([O:16][C:17]([CH3:19])([CH3:18])[CH3:20])=[O:15])[CH2:12]2)=[C:4]([N+:21]([O-:23])=[O:22])[CH:3]=1. Given the reactants [Cl:1][C:2]1[CH:7]=[CH:6][C:5]([NH:8][C@@H:9]2C[CH2:12][N:11]([C:14]([O:16][C:17]([CH3:20])([CH3:19])[CH3:18])=[O:15])[CH2:10]2)=[C:4]([N+:21]([O-:23])=[O:22])[CH:3]=1.NC1CN(C(OC(C)(C)C)=O)C1, predict the reaction product. (5) Given the reactants C(NC(C)C)(C)C.[Li]CCCC.CCCCCC.[C:19]([O:22][C:23]([CH3:26])([CH3:25])[CH3:24])(=[O:21])[CH3:20].[C:27]([Si:31]([CH3:34])([CH3:33])Cl)([CH3:30])([CH3:29])[CH3:28], predict the reaction product. The product is: [C:23]([O:22][C:19]([O:21][Si:31]([C:27]([CH3:30])([CH3:29])[CH3:28])([CH3:34])[CH3:33])=[CH2:20])([CH3:26])([CH3:25])[CH3:24]. (6) Given the reactants Cl[C:2]1[N:10]=[CH:9][N:8]=[C:7]2[C:3]=1[N:4]=[CH:5][N:6]2[C@H:11]1[CH2:14][C@H:13]([NH:15][C:16]2[N:25]=[CH:24][C:23]3[C:18](=[CH:19][CH:20]=[CH:21][CH:22]=3)[N:17]=2)[CH2:12]1.[CH3:26][O:27][C:28]([C:30]1[CH:35]=[CH:34][C:33](B(O)O)=[CH:32][CH:31]=1)=[O:29].C(=O)([O-])[O-].[Cs+].[Cs+], predict the reaction product. The product is: [N:17]1[C:18]2[C:23](=[CH:22][CH:21]=[CH:20][CH:19]=2)[CH:24]=[N:25][C:16]=1[NH:15][C@H:13]1[CH2:14][C@H:11]([N:6]2[CH:5]=[N:4][C:3]3[C:7]2=[N:8][CH:9]=[N:10][C:2]=3[C:33]2[CH:34]=[CH:35][C:30]([C:28]([O:27][CH3:26])=[O:29])=[CH:31][CH:32]=2)[CH2:12]1. (7) The product is: [C:1]([O:4][CH2:5][C:6]1[C:7]([N:31]2[CH2:43][CH2:42][N:34]3[C:35]4[CH2:36][CH2:37][CH2:38][CH2:39][C:40]=4[CH:41]=[C:33]3[C:32]2=[O:44])=[N:8][CH:9]=[CH:10][C:11]=1[C:46]1[CH:47]=[C:48]([NH:54][C:55]2[CH:60]=[CH:59][C:58]([N:61]3[CH2:66][C@@H:65]([CH3:67])[N:64]([CH:68]4[CH2:71][O:70][CH2:69]4)[CH2:63][C@@H:62]3[CH3:72])=[CH:57][N:56]=2)[C:49](=[O:53])[N:50]([CH3:52])[CH:51]=1)(=[O:3])[CH3:2]. Given the reactants [C:1]([O:4][CH2:5][C:6]1[C:7]([N:31]2[CH2:43][CH2:42][N:34]3[C:35]4[CH2:36][CH2:37][CH2:38][CH2:39][C:40]=4[CH:41]=[C:33]3[C:32]2=[O:44])=[N:8][CH:9]=[CH:10][C:11]=1C1C=C(NC2C=C3CN(C)CCN3N=2)C(=O)N(C)C=1)(=[O:3])[CH3:2].Br[C:46]1[CH:47]=[C:48]([NH:54][C:55]2[CH:60]=[CH:59][C:58]([N:61]3[CH2:66][C@@H:65]([CH3:67])[N:64]([CH:68]4[CH2:71][O:70][CH2:69]4)[CH2:63][C@@H:62]3[CH3:72])=[CH:57][N:56]=2)[C:49](=[O:53])[N:50]([CH3:52])[CH:51]=1.C(OCC1C(N2CCN3C4CCCCC=4C=C3C2=O)=NC=CC=1B1OC(C)(C)C(C)(C)O1)(=O)C, predict the reaction product.